This data is from Forward reaction prediction with 1.9M reactions from USPTO patents (1976-2016). The task is: Predict the product of the given reaction. Given the reactants [N:1]1[C:10]2[CH:9]=[CH:8][CH:7]=[C:6]([CH:11]=O)[C:5]=2[CH:4]=[CH:3][CH:2]=1.[OH-:13].[K+].[CH:15](Br)(Br)Br.[OH-:19].[K+].[CH3:21][OH:22], predict the reaction product. The product is: [CH3:15][O:13][CH:11]([C:6]1[CH:7]=[CH:8][CH:9]=[C:10]2[C:5]=1[CH:4]=[CH:3][CH:2]=[N:1]2)[C:21]([OH:22])=[O:19].